This data is from Aqueous solubility values for 9,982 compounds from the AqSolDB database. The task is: Regression/Classification. Given a drug SMILES string, predict its absorption, distribution, metabolism, or excretion properties. Task type varies by dataset: regression for continuous measurements (e.g., permeability, clearance, half-life) or binary classification for categorical outcomes (e.g., BBB penetration, CYP inhibition). For this dataset (solubility_aqsoldb), we predict Y. (1) The compound is CC(=O)Nc1ccc(C)cc1F. The Y is -1.74 log mol/L. (2) The molecule is ICI. The Y is -2.33 log mol/L. (3) The molecule is COCCOC. The Y is 1.05 log mol/L. (4) The drug is CCOc1ccc2c3c1O[C@H]1[C@@H](O)C=C[C@H]4[C@@H](C2)N(C)CC[C@]314. The Y is -2.08 log mol/L. (5) The compound is C=Cc1ccc(S(=O)(=O)[O-])cc1.[Na+]. The Y is -0.0333 log mol/L. (6) The molecule is CCN(CC)C(C)COC(=O)c1ccc(N)cc1. The Y is -2.38 log mol/L. (7) The compound is N#Cc1ccc(NS(=O)(=O)c2ccc(N)cc2)cc1. The Y is -3.60 log mol/L. (8) The compound is CCCCC(=O)[O-].CCCCC(=O)[O-].[Zn+2]. The Y is -1.27 log mol/L. (9) The drug is CCN(C(=O)Oc1cccc(NC(=O)OC(C)C)c1)c1ccccc1. The Y is -5.06 log mol/L.